From a dataset of Catalyst prediction with 721,799 reactions and 888 catalyst types from USPTO. Predict which catalyst facilitates the given reaction. (1) Reactant: [CH3:1][O:2][C:3]1[CH:4]=[C:5]2[C:10](=[CH:11][C:12]=1[C:13]#[N:14])[N:9]=[CH:8][CH:7]=[C:6]2[O:15][C:16]1[CH:21]=[CH:20][C:19]([N+:22]([O-])=O)=[CH:18][CH:17]=1. Product: [NH2:22][C:19]1[CH:18]=[CH:17][C:16]([O:15][C:6]2[C:5]3[C:10](=[CH:11][C:12]([C:13]#[N:14])=[C:3]([O:2][CH3:1])[CH:4]=3)[N:9]=[CH:8][CH:7]=2)=[CH:21][CH:20]=1. The catalyst class is: 292. (2) Reactant: CN(C(ON1N=NC2C=CC=NC1=2)=[N+](C)C)C.F[P-](F)(F)(F)(F)F.[CH3:25][O:26][CH:27]([O:34][CH3:35])[CH2:28][NH:29][CH2:30][CH2:31][CH2:32][CH3:33].[CH:36]([C:39]1[S:40][CH:41]=[C:42]([C:44]([N:46]2[CH2:51][C:50]3([CH2:56][CH2:55][N:54]([CH2:57][CH2:58][O:59][C:60]4[CH:73]=[CH:72][CH:71]=[CH:70][C:61]=4[CH2:62][CH2:63][O:64][CH2:65][CH2:66][C:67](O)=[O:68])[CH2:53][CH2:52]3)[O:49][CH2:48][CH2:47]2)=[O:45])[N:43]=1)([CH3:38])[CH3:37].CCN(C(C)C)C(C)C. Product: [CH2:30]([N:29]([CH2:28][CH:27]([O:26][CH3:25])[O:34][CH3:35])[C:67](=[O:68])[CH2:66][CH2:65][O:64][CH2:63][CH2:62][C:61]1[CH:70]=[CH:71][CH:72]=[CH:73][C:60]=1[O:59][CH2:58][CH2:57][N:54]1[CH2:53][CH2:52][C:50]2([O:49][CH2:48][CH2:47][N:46]([C:44]([C:42]3[N:43]=[C:39]([CH:36]([CH3:38])[CH3:37])[S:40][CH:41]=3)=[O:45])[CH2:51]2)[CH2:56][CH2:55]1)[CH2:31][CH2:32][CH3:33]. The catalyst class is: 9. (3) Reactant: Cl[CH2:2][C:3]1[CH:4]=[CH:5][C:6]([NH:9][C:10](=[O:16])[O:11][C:12]([CH3:15])([CH3:14])[CH3:13])=[N:7][CH:8]=1.[F:17][C@H:18]1[CH2:22][CH2:21][NH:20][CH2:19]1.C(=O)([O-])[O-].[K+].[K+].[I-].[Na+]. The catalyst class is: 3. Product: [F:17][C@H:18]1[CH2:22][CH2:21][N:20]([CH2:2][C:3]2[CH:4]=[CH:5][C:6]([NH:9][C:10](=[O:16])[O:11][C:12]([CH3:15])([CH3:14])[CH3:13])=[N:7][CH:8]=2)[CH2:19]1.